From a dataset of Catalyst prediction with 721,799 reactions and 888 catalyst types from USPTO. Predict which catalyst facilitates the given reaction. (1) Reactant: [NH2:1][C:2]1[CH:11]=[CH:10][CH:9]=[C:8]2[C:3]=1[CH:4]=[C:5]([CH3:12])[N:6]=[CH:7]2.[Cl:13][C:14]1[CH:19]=[CH:18][C:17]([CH2:20][N:21]=[C:22]=[O:23])=[CH:16][C:15]=1[Cl:24]. Product: [Cl:24][C:15]1[CH:16]=[C:17]([CH:18]=[CH:19][C:14]=1[Cl:13])[CH2:20][NH:21][C:22]([NH:1][C:2]1[CH:11]=[CH:10][CH:9]=[C:8]2[C:3]=1[CH:4]=[C:5]([CH3:12])[N:6]=[CH:7]2)=[O:23]. The catalyst class is: 11. (2) Reactant: I(C1C=CC=CC=1C(O)=O)(=O)=O.[Si:13]([O:20][CH2:21][CH2:22][O:23][C:24]1[CH:25]=[C:26]([F:32])[C:27]([CH2:30][OH:31])=[N:28][CH:29]=1)([C:16]([CH3:19])([CH3:18])[CH3:17])([CH3:15])[CH3:14]. The catalyst class is: 58. Product: [Si:13]([O:20][CH2:21][CH2:22][O:23][C:24]1[CH:25]=[C:26]([F:32])[C:27]([CH:30]=[O:31])=[N:28][CH:29]=1)([C:16]([CH3:19])([CH3:18])[CH3:17])([CH3:15])[CH3:14]. (3) Reactant: [Cl:1][C:2]1[N:3]=[N:4][C:5]([Cl:17])=[CH:6][C:7]=1[N:8]1[CH2:13][CH2:12][CH:11]([CH2:14][CH2:15][OH:16])[CH2:10][CH2:9]1.O[C:19]1[CH:26]=[CH:25][C:22]([C:23]#[N:24])=[CH:21][CH:20]=1.C1(P(C2C=CC=CC=2)C2C=CC=CC=2)C=CC=CC=1.N(C(OCC)=O)=NC(OCC)=O. Product: [Cl:1][C:2]1[N:3]=[N:4][C:5]([Cl:17])=[CH:6][C:7]=1[N:8]1[CH2:13][CH2:12][CH:11]([CH2:14][CH2:15][O:16][C:19]2[CH:26]=[CH:25][C:22]([C:23]#[N:24])=[CH:21][CH:20]=2)[CH2:10][CH2:9]1. The catalyst class is: 7. (4) Reactant: [OH:1][C:2]1[C:3]([CH2:9][OH:10])=[N:4][CH:5]=[C:6](C)[CH:7]=1.[C:11](=O)([O-])[O-].[K+].[K+].I[CH2:18][CH:19]([CH3:21])[CH3:20]. Product: [CH2:18]([O:1][C:2]1[C:3]([CH2:9][OH:10])=[N:4][C:5]([CH3:11])=[CH:6][CH:7]=1)[CH:19]([CH3:21])[CH3:20]. The catalyst class is: 3.